Dataset: Forward reaction prediction with 1.9M reactions from USPTO patents (1976-2016). Task: Predict the product of the given reaction. (1) Given the reactants [CH:1]1[C:5]2[CH2:6][CH:7]3[CH:12]([C:4]=2[S:3][CH:2]=1)[CH2:11][NH:10][CH2:9][CH2:8]3.O.C([O-])(O)=O.[Na+].[C:19](O[C:19]([O:21][C:22]([CH3:25])([CH3:24])[CH3:23])=[O:20])([O:21][C:22]([CH3:25])([CH3:24])[CH3:23])=[O:20], predict the reaction product. The product is: [C:22]([O:21][C:19]([N:10]1[CH2:11][CH:12]2[CH:7]([CH2:6][C:5]3[CH:1]=[CH:2][S:3][C:4]=32)[CH2:8][CH2:9]1)=[O:20])([CH3:25])([CH3:24])[CH3:23]. (2) Given the reactants [NH2:1][C:2]1[CH:28]=[CH:27][C:5]([O:6][C:7]2[CH:12]=[CH:11][N:10]=[C:9]([NH:13][C:14]([N:16]3[CH2:21][CH2:20][N:19]([CH:22]4[CH2:25][N:24]([CH3:26])[CH2:23]4)[CH2:18][CH2:17]3)=[O:15])[CH:8]=2)=[CH:4][CH:3]=1.[C@]12(CS(O)(=O)=O)C(C)(C)C(CC1)CC2=O.[C:44]1([CH2:50][C:51]([N:53]=[C:54]=[S:55])=[O:52])[CH:49]=[CH:48][CH:47]=[CH:46][CH:45]=1.C(=O)([O-])O.[Na+], predict the reaction product. The product is: [C:44]1([CH2:50][C:51]([NH:53][C:54](=[S:55])[NH:1][C:2]2[CH:28]=[CH:27][C:5]([O:6][C:7]3[CH:12]=[CH:11][N:10]=[C:9]([NH:13][C:14]([N:16]4[CH2:21][CH2:20][N:19]([CH:22]5[CH2:23][N:24]([CH3:26])[CH2:25]5)[CH2:18][CH2:17]4)=[O:15])[CH:8]=3)=[CH:4][CH:3]=2)=[O:52])[CH:49]=[CH:48][CH:47]=[CH:46][CH:45]=1. (3) Given the reactants [OH:1][C:2]1[C:7]([CH3:8])=[CH:6][CH:5]=[CH:4][N:3]=1.CC(C)([O-])C.[K+].[Cl:15][C:16]1[CH:21]=[C:20](F)[C:19]([CH3:23])=[CH:18][C:17]=1[N+:24]([O-:26])=[O:25].O, predict the reaction product. The product is: [Cl:15][C:16]1[C:17]([N+:24]([O-:26])=[O:25])=[CH:18][C:19]([CH3:23])=[C:20]([N:3]2[CH:4]=[CH:5][CH:6]=[C:7]([CH3:8])[C:2]2=[O:1])[CH:21]=1. (4) Given the reactants C[C@@]12[CH:10]([C:11]([C:13]([O-:15])=[O:14])=C)C[C@H](C1(C)C)CC2.[C:16]([O:20]C[CH:22]1[O:26][CH2:25][CH2:24][CH2:23]1)(=[O:19])[CH:17]=[CH2:18].[C:27]([O:32]CCO)(=[O:31])[C:28](C)=[CH2:29].[C:36](OCCCCCCOC(=O)C=C)(=[O:39])C=C, predict the reaction product. The product is: [C:13]([OH:15])(=[O:14])[CH:11]=[CH2:10].[C:16]([OH:20])(=[O:19])[CH:17]=[CH2:18].[C:27]([OH:32])(=[O:31])[CH:28]=[CH2:29].[CH2:36]([C:23]([CH2:22][OH:26])([CH2:13][OH:15])[CH2:24][CH3:25])[OH:39].